From a dataset of Catalyst prediction with 721,799 reactions and 888 catalyst types from USPTO. Predict which catalyst facilitates the given reaction. (1) Reactant: [F:1][C:2]([F:21])([F:20])[CH2:3][CH2:4][O:5][C:6]1[CH:7]=[CH:8][C:9]2[N:10]([C:12]([C:15]([O:17]CC)=[O:16])=[CH:13][N:14]=2)[N:11]=1.[Li+].[OH-]. Product: [F:20][C:2]([F:1])([F:21])[CH2:3][CH2:4][O:5][C:6]1[CH:7]=[CH:8][C:9]2[N:10]([C:12]([C:15]([OH:17])=[O:16])=[CH:13][N:14]=2)[N:11]=1. The catalyst class is: 90. (2) Reactant: [NH2:1][C:2]1[C:6]([C:7]#[N:8])=[CH:5][NH:4][N:3]=1.[H-].[Na+].Cl[CH2:12][O:13][CH2:14][CH2:15][Si:16]([CH3:19])([CH3:18])[CH3:17]. Product: [CH3:17][Si:16]([CH2:15][CH2:14][O:13][CH2:12][C:5]1[C:6]([C:7]#[N:8])=[C:2]([NH2:1])[NH:3][N:4]=1)([CH3:19])[CH3:18]. The catalyst class is: 3. (3) Reactant: Br[C:2]1[CH:3]=[N:4][CH:5]=[N:6][CH:7]=1.[Br:8][C:9]1[CH:14]=[CH:13][C:12](B(O)O)=[CH:11][CH:10]=1.C(=O)([O-])[O-].[Na+].[Na+].C(OCC)(=O)C. Product: [Br:8][C:9]1[CH:14]=[CH:13][C:12]([C:2]2[CH:3]=[N:4][CH:5]=[N:6][CH:7]=2)=[CH:11][CH:10]=1. The catalyst class is: 35. (4) Reactant: C(NC(C)C)(C)C.C([Li])CCC.[CH2:13]([SnH:17]([CH2:22][CH2:23][CH2:24][CH3:25])[CH2:18][CH2:19][CH2:20][CH3:21])[CH2:14][CH2:15][CH3:16].[CH3:26][O:27][CH2:28]Cl. Product: [CH2:22]([Sn:17]([CH2:13][CH2:14][CH2:15][CH3:16])([CH2:18][CH2:19][CH2:20][CH3:21])[CH2:26][O:27][CH3:28])[CH2:23][CH2:24][CH3:25]. The catalyst class is: 132.